From a dataset of Full USPTO retrosynthesis dataset with 1.9M reactions from patents (1976-2016). Predict the reactants needed to synthesize the given product. (1) Given the product [CH3:18][NH:17][C:16]([C:13]1[CH:12]=[C:11]2[C:7]([CH2:8][C:9](=[O:14])[NH:10]2)=[CH:6][CH:5]=1)=[O:15], predict the reactants needed to synthesize it. The reactants are: CNC([C:5]1[CH:6]=[C:7]2[C:11](=[CH:12][CH:13]=1)[NH:10][C:9](=[O:14])[CH2:8]2)=O.[O:15]=[C:16]1CC2[C:18](=CC(C(O)=O)=CC=2)[NH:17]1. (2) Given the product [O:65]1[CH:33]=[N:38][N:37]=[C:64]1[C:14]1[CH:13]=[CH:12][C:11]([C:10]([NH:41][CH2:42][C:43](=[O:44])[N:45]2[CH2:46][CH2:47][N:48]([C:51](=[O:62])[C:52]3[CH:57]=[CH:56][CH:55]=[CH:54][C:53]=3[C:58]([F:61])([F:59])[F:60])[CH2:49][CH2:50]2)=[O:18])=[CH:16][CH:15]=1, predict the reactants needed to synthesize it. The reactants are: CCN(C(C)C)C(C)C.[C:10]([OH:18])(=O)[C:11]1[CH:16]=[CH:15][CH:14]=[CH:13][CH:12]=1.CCN=C=NCCCN(C)C.C1C=C[C:33]2[N:38](O)[N:37]=NC=2C=1.Cl.[NH2:41][CH2:42][C:43]([N:45]1[CH2:50][CH2:49][N:48]([C:51](=[O:62])[C:52]2[CH:57]=[CH:56][CH:55]=[CH:54][C:53]=2[C:58]([F:61])([F:60])[F:59])[CH2:47][CH2:46]1)=[O:44].Cl.[CH3:64][OH:65]. (3) Given the product [CH2:37]([O:44][C:18](=[O:27])[NH:15][CH2:7][C@@H:5]1[C:4](=[O:11])[O:3][C:2]([CH3:1])([CH3:12])[O:6]1)[C:38]1[CH:43]=[CH:42][CH:41]=[CH:40][CH:39]=1, predict the reactants needed to synthesize it. The reactants are: [CH3:1][C:2]1([CH3:12])[O:6][C@H:5]([CH2:7]C(O)=O)[C:4](=[O:11])[O:3]1.C([N:15]([CH2:18]C)CC)C.C1(P(N=[N+]=[N-])(C2C=CC=CC=2)=[O:27])C=CC=CC=1.[CH2:37]([OH:44])[C:38]1[CH:43]=[CH:42][CH:41]=[CH:40][CH:39]=1. (4) Given the product [O:11]1[CH:12]=[CH:13][C:9]([N:8]([CH2:7][C:6]2[CH:5]=[CH:4][C:3]([O:2][CH3:1])=[CH:15][CH:14]=2)[S:37]([C:33]2[CH:32]=[C:31]3[C:36]([C:27](=[O:26])[NH:28][CH:29]=[N:30]3)=[CH:35][CH:34]=2)(=[O:39])=[O:38])=[N:10]1, predict the reactants needed to synthesize it. The reactants are: [CH3:1][O:2][C:3]1[CH:15]=[CH:14][C:6]([CH2:7][NH:8][C:9]2[CH:13]=[CH:12][O:11][N:10]=2)=[CH:5][CH:4]=1.C[Si]([N-][Si](C)(C)C)(C)C.[Li+].[O:26]=[C:27]1[C:36]2[C:31](=[CH:32][C:33]([S:37](OC3C(F)=C(F)C(F)=C(F)C=3F)(=[O:39])=[O:38])=[CH:34][CH:35]=2)[N:30]=[CH:29][NH:28]1. (5) Given the product [CH2:3]([O:2][P:1]([CH:9]([OH:10])[C:11]1[CH:12]=[CH:13][C:14]([C:17]([O:19][CH3:20])=[O:18])=[CH:15][CH:16]=1)([O:5][CH2:6][CH3:7])=[O:8])[CH3:4], predict the reactants needed to synthesize it. The reactants are: [P:1]([O-:8])([O:5][CH2:6][CH3:7])[O:2][CH2:3][CH3:4].[CH:9]([C:11]1[CH:16]=[CH:15][C:14]([C:17]([O:19][CH3:20])=[O:18])=[CH:13][CH:12]=1)=[O:10].[F-].[K+]. (6) Given the product [CH3:29][N:9]1[C:10]([C:11](=[O:28])[NH:12][C:13]2[CH:14]=[CH:15][C:16]3[N:17]([N:19]=[C:20]([N:22]4[CH2:23][CH2:24][O:25][CH2:26][CH2:27]4)[N:21]=3)[CH:18]=2)=[C:6]([C:4]([OH:5])=[O:3])[CH:7]=[N:8]1, predict the reactants needed to synthesize it. The reactants are: C([O:3][C:4]([C:6]1[CH:7]=[N:8][N:9]([CH3:29])[C:10]=1[C:11](=[O:28])[NH:12][C:13]1[CH:14]=[CH:15][C:16]2[N:17]([N:19]=[C:20]([N:22]3[CH2:27][CH2:26][O:25][CH2:24][CH2:23]3)[N:21]=2)[CH:18]=1)=[O:5])C.O.[OH-].[Li+]. (7) Given the product [CH2:24]([N:19]1[C:20]2[C@@:15]([CH3:27])([C@H:14]3[CH2:13][CH2:12][C@@:11]4([CH3:28])[C@@H:10]([CH2:9][CH:8]=[C:7]4[C:34]4[C:35]5[C:40](=[CH:39][CH:38]=[CH:37][CH:36]=5)[CH:31]=[N:32][CH:33]=4)[C@@H:23]3[CH2:22][CH:21]=2)[CH2:16][CH2:17][C:18]1=[O:26])[CH3:25], predict the reactants needed to synthesize it. The reactants are: FC(F)(F)S(O[C:7]1[C@@:11]2([CH3:28])[CH2:12][CH2:13][C@H:14]3[C@H:23]([C@@H:10]2[CH2:9][CH:8]=1)[CH2:22][CH:21]=[C:20]1[C@:15]3([CH3:27])[CH2:16][CH2:17][C:18](=[O:26])[N:19]1[CH2:24][CH3:25])(=O)=O.[CH:31]1[C:40]2[C:35](=[CH:36][CH:37]=[CH:38][CH:39]=2)[C:34](B(O)O)=[CH:33][N:32]=1.C(=O)([O-])[O-].[K+].[K+].O. (8) Given the product [CH3:1][N:2]1[C:7]2=[C:8]3[N:9]([C:10]([C:11]4[CH:12]=[CH:13][CH:14]=[CH:15][CH:16]=4)=[C:6]2[C:5](=[O:26])[N:4]([CH3:27])[C:3]1=[O:28])[C@H:17]([C:18]([OH:20])=[O:19])[CH2:21][CH2:22][C:23]3=[O:25], predict the reactants needed to synthesize it. The reactants are: [CH3:1][N:2]1[C:7]2=[CH:8][N:9]([C@@H:17]([CH2:21][CH2:22][C:23]([OH:25])=O)[C:18]([OH:20])=[O:19])[C:10]([C:11]3[CH:16]=[CH:15][CH:14]=[CH:13][CH:12]=3)=[C:6]2[C:5](=[O:26])[N:4]([CH3:27])[C:3]1=[O:28]. (9) The reactants are: [N:1]1[CH:6]=[CH:5][CH:4]=[CH:3][C:2]=1[NH:7][C:8]1[CH:13]=[CH:12][C:11]([OH:14])=[CH:10][CH:9]=1.Cl[C:16]1[C:17]([C:22]([O:24][CH3:25])=[O:23])=[N:18][CH:19]=[CH:20][N:21]=1.C(=O)([O-])[O-].[Cs+].[Cs+].CS(C)=O. Given the product [N:1]1[CH:6]=[CH:5][CH:4]=[CH:3][C:2]=1[NH:7][C:8]1[CH:13]=[CH:12][C:11]([O:14][C:16]2[C:17]([C:22]([O:24][CH3:25])=[O:23])=[N:18][CH:19]=[CH:20][N:21]=2)=[CH:10][CH:9]=1, predict the reactants needed to synthesize it. (10) Given the product [Cl:21][C:22]1[CH:27]=[C:26]([C:2]2[N:6]3[N:7]=[CH:8][C:9]([C:11]4[CH:12]=[C:13]([CH:18]=[CH:19][CH:20]=4)[C:14]([NH:16][CH3:17])=[O:15])=[CH:10][C:5]3=[N:4][CH:3]=2)[CH:25]=[CH:24][N:23]=1, predict the reactants needed to synthesize it. The reactants are: Br[C:2]1[N:6]2[N:7]=[CH:8][C:9]([C:11]3[CH:12]=[C:13]([CH:18]=[CH:19][CH:20]=3)[C:14]([NH:16][CH3:17])=[O:15])=[CH:10][C:5]2=[N:4][CH:3]=1.[Cl:21][C:22]1[CH:27]=[C:26](B(O)O)[CH:25]=[CH:24][N:23]=1.O.C([O-])([O-])=O.[Na+].[Na+].